This data is from Forward reaction prediction with 1.9M reactions from USPTO patents (1976-2016). The task is: Predict the product of the given reaction. Given the reactants [F:1][CH:2]([F:31])[C:3]1[N:7]([C:8]2[N:13]=[C:12]([N:14]3[CH2:19][CH2:18][O:17][CH2:16][CH2:15]3)[N:11]=[C:10]([O:20][C@@H:21]3[CH2:25][CH2:24][C@@H:23]([NH2:26])[CH2:22]3)[CH:9]=2)[C:6]2[CH:27]=[CH:28][CH:29]=[CH:30][C:5]=2[N:4]=1.[C:32](O)(=[O:35])[CH2:33][OH:34].ON1C2C=CC=CC=2N=N1.N=C=N.[N-]=C=O.C(=O)([O-])[O-], predict the reaction product. The product is: [F:31][CH:2]([F:1])[C:3]1[N:7]([C:8]2[N:13]=[C:12]([N:14]3[CH2:15][CH2:16][O:17][CH2:18][CH2:19]3)[N:11]=[C:10]([O:20][C@@H:21]3[CH2:25][CH2:24][C@@H:23]([NH:26][C:33](=[O:34])[CH2:32][OH:35])[CH2:22]3)[CH:9]=2)[C:6]2[CH:27]=[CH:28][CH:29]=[CH:30][C:5]=2[N:4]=1.